From a dataset of Forward reaction prediction with 1.9M reactions from USPTO patents (1976-2016). Predict the product of the given reaction. (1) Given the reactants Br[C:2]1[N:7]=[CH:6][C:5]([C:8]([N:10]2[CH2:15][CH2:14][N:13]([C:16]3[C:21]([CH3:22])=[CH:20][C:19]([CH:23]4[CH2:25][CH2:24]4)=[CH:18][N:17]=3)[CH2:12][CH2:11]2)=[O:9])=[CH:4][CH:3]=1.[O:26]1[CH2:30][CH2:29][NH:28][C:27]1=[O:31], predict the reaction product. The product is: [CH:23]1([C:19]2[CH:20]=[C:21]([CH3:22])[C:16]([N:13]3[CH2:14][CH2:15][N:10]([C:8]([C:5]4[CH:4]=[CH:3][C:2]([N:28]5[CH2:29][CH2:30][O:26][C:27]5=[O:31])=[N:7][CH:6]=4)=[O:9])[CH2:11][CH2:12]3)=[N:17][CH:18]=2)[CH2:25][CH2:24]1. (2) Given the reactants Cl[C:2]1[C:9]([N+:10]([O-:12])=[O:11])=[CH:8][CH:7]=[C:6]([Cl:13])[C:3]=1[C:4]#[N:5].[CH3:14][NH2:15].O.CCCCCC, predict the reaction product. The product is: [Cl:13][C:6]1[C:3]([C:4]#[N:5])=[C:2]([NH:15][CH3:14])[C:9]([N+:10]([O-:12])=[O:11])=[CH:8][CH:7]=1. (3) The product is: [CH3:39][N:37]([CH3:38])[CH2:36][CH2:35][O:34][C:25]1[CH:26]=[CH:27][C:28]2[C:33](=[CH:32][CH:31]=[CH:30][CH:29]=2)[C:24]=1[CH2:23][CH2:22][O:21][C:16]1[CH:17]=[CH:18][CH:19]=[CH:20][C:15]=1[S:12]([NH:11][CH:8]([CH:9]=[O:10])[CH2:7][C:6]([OH:40])=[O:5])(=[O:14])=[O:13]. Given the reactants C([O:5][C:6](=[O:40])[CH2:7][CH:8]([NH:11][S:12]([C:15]1[CH:20]=[CH:19][CH:18]=[CH:17][C:16]=1[O:21][CH2:22][CH2:23][C:24]1[C:33]2[C:28](=[CH:29][CH:30]=[CH:31][CH:32]=2)[CH:27]=[CH:26][C:25]=1[O:34][CH2:35][CH2:36][N:37]([CH3:39])[CH3:38])(=[O:14])=[O:13])[CH:9]=[O:10])(C)(C)C.FC(F)(F)C(O)=O, predict the reaction product. (4) Given the reactants [CH3:1][N:2]1[C:11]2[C:6](=[CH:7][C:8]([CH3:21])=[C:9](B3OC(C)(C)C(C)(C)O3)[CH:10]=2)[C:5]([CH3:23])([CH3:22])[CH2:4][C:3]1=[O:24].Br[C:26]1[C:27]([F:37])=[C:28]([CH:31]=[C:32]([F:36])[C:33]=1[O:34][CH3:35])[CH:29]=[O:30].C(=O)([O-])[O-].[K+].[K+], predict the reaction product. The product is: [F:37][C:27]1[C:26]([C:9]2[CH:10]=[C:11]3[C:6]([C:5]([CH3:22])([CH3:23])[CH2:4][C:3](=[O:24])[N:2]3[CH3:1])=[CH:7][C:8]=2[CH3:21])=[C:33]([O:34][CH3:35])[C:32]([F:36])=[CH:31][C:28]=1[CH:29]=[O:30]. (5) Given the reactants [Cl:1][C:2]1[CH:7]=[CH:6][C:5]([CH:8]([N:10]2C(=O)C3C(=CC=CC=3)C2=O)[CH3:9])=[CH:4][C:3]=1[F:21].NN, predict the reaction product. The product is: [Cl:1][C:2]1[CH:7]=[CH:6][C:5]([CH:8]([NH2:10])[CH3:9])=[CH:4][C:3]=1[F:21].